This data is from Catalyst prediction with 721,799 reactions and 888 catalyst types from USPTO. The task is: Predict which catalyst facilitates the given reaction. (1) Reactant: [F:1][C:2]1[CH:7]=[CH:6][C:5]([OH:8])=[CH:4][CH:3]=1.CC(C)([O-])C.[K+].[C:15]([O:19][C:20]([N:22]1[CH2:27][CH2:26][CH2:25][C@H:24]([CH:28]([O:35][C:36]2[C:37](Br)=[N:38][CH:39]=[CH:40][CH:41]=2)[C:29]2[CH:34]=[CH:33][CH:32]=[CH:31][CH:30]=2)[CH2:23]1)=[O:21])([CH3:18])([CH3:17])[CH3:16]. Product: [C:15]([O:19][C:20]([N:22]1[CH2:27][CH2:26][CH2:25][C@H:24]([CH:28]([O:35][C:36]2[C:37]([O:8][C:5]3[CH:6]=[CH:7][C:2]([F:1])=[CH:3][CH:4]=3)=[N:38][CH:39]=[CH:40][CH:41]=2)[C:29]2[CH:30]=[CH:31][CH:32]=[CH:33][CH:34]=2)[CH2:23]1)=[O:21])([CH3:18])([CH3:16])[CH3:17]. The catalyst class is: 57. (2) Reactant: [Cl:1][C:2]1[CH:3]=[N:4][N:5]([C:7]2[CH:12]=[C:11]([CH3:13])[C:10]([C:14]3[C:18](=[O:19])[CH2:17][CH:16]([CH2:20][CH2:21][NH:22][C:23]([C:25]4[CH:30]=[CH:29][CH:28]=[CH:27][N:26]=4)=[O:24])[C:15]=3[O:31]C)=[C:9]([CH3:33])[CH:8]=2)[CH:6]=1.Cl. Product: [Cl:1][C:2]1[CH:3]=[N:4][N:5]([C:7]2[CH:12]=[C:11]([CH3:13])[C:10]([CH:14]3[C:18](=[O:19])[CH2:17][CH:16]([CH2:20][CH2:21][NH:22][C:23]([C:25]4[CH:30]=[CH:29][CH:28]=[CH:27][N:26]=4)=[O:24])[C:15]3=[O:31])=[C:9]([CH3:33])[CH:8]=2)[CH:6]=1. The catalyst class is: 21. (3) Reactant: [Br:1][C:2]1[CH:3]=[CH:4][C:5]([S:8](Cl)(=[O:10])=[O:9])=[N:6][CH:7]=1.[CH3:12][NH:13][CH3:14].C([O-])(O)=O.[Na+]. Product: [CH3:12][N:13]([CH3:14])[S:8]([C:5]1[CH:4]=[CH:3][C:2]([Br:1])=[CH:7][N:6]=1)(=[O:10])=[O:9]. The catalyst class is: 2. (4) Reactant: [F:1][C:2]1[C:3]([CH2:8][C:9]([NH:11][C:12]2[CH:17]=[CH:16][CH:15]=[C:14]([B:18]3[O:22][C:21]([CH3:24])([CH3:23])[C:20]([CH3:26])([CH3:25])[O:19]3)[C:13]=2[CH3:27])=[O:10])=[N:4][CH:5]=[CH:6][CH:7]=1.C1N=CN([C:33](N2C=NC=C2)=[O:34])C=1. Product: [F:1][C:2]1[C:3]2[N:4]([C:33](=[O:34])[N:11]([C:12]3[CH:17]=[CH:16][CH:15]=[C:14]([B:18]4[O:22][C:21]([CH3:23])([CH3:24])[C:20]([CH3:26])([CH3:25])[O:19]4)[C:13]=3[CH3:27])[C:9](=[O:10])[CH:8]=2)[CH:5]=[CH:6][CH:7]=1. The catalyst class is: 260. (5) Reactant: [NH2:1][C@@H:2]([C:5]1[CH:10]=[CH:9][CH:8]=[CH:7][CH:6]=1)[CH2:3][OH:4].[CH:11]1([C:14](=O)[CH2:15][CH2:16][C:17](O)=[O:18])[CH2:13][CH2:12]1. Product: [CH:11]1([C@@:14]23[CH2:15][CH2:16][C:17](=[O:18])[N:1]2[C@@H:2]([C:5]2[CH:10]=[CH:9][CH:8]=[CH:7][CH:6]=2)[CH2:3][O:4]3)[CH2:13][CH2:12]1. The catalyst class is: 260. (6) Reactant: Cl[CH2:2][C:3]1[CH:8]=[CH:7][N:6]=[C:5]([C:9]2[CH:14]=[C:13]([CH2:15]Cl)[CH:12]=[CH:11][N:10]=2)[CH:4]=1.C([O:19][P:20]([O:24][CH2:25][CH3:26])[O:21][CH2:22][CH3:23])C. Product: [CH3:23][CH2:22][O:21][P:20]([O:24][CH2:25][CH3:26])([CH2:2][C:3]1[CH:8]=[CH:7][N:6]=[C:5]([C:9]2[CH:14]=[C:13]([CH2:15][P:20]([O:21][CH2:22][CH3:23])([O:24][CH2:25][CH3:26])=[O:19])[CH:12]=[CH:11][N:10]=2)[CH:4]=1)=[O:19]. The catalyst class is: 635.